This data is from Forward reaction prediction with 1.9M reactions from USPTO patents (1976-2016). The task is: Predict the product of the given reaction. (1) The product is: [O:1]1[CH2:2][CH2:3][N:4]([C:7]2[CH:13]=[CH:12][C:10]([NH:11][C:16](=[O:18])[CH2:15][NH:14][C:25](=[O:26])[C:24]3[CH:23]=[CH:22][C:21]([N:20]([CH3:19])[CH3:30])=[CH:29][CH:28]=3)=[CH:9][CH:8]=2)[CH2:5][CH2:6]1. Given the reactants [O:1]1[CH2:6][CH2:5][N:4]([C:7]2[CH:13]=[CH:12][C:10]([NH2:11])=[CH:9][CH:8]=2)[CH2:3][CH2:2]1.[NH2:14][CH2:15][C:16]([OH:18])=O.[CH3:19][N:20]([CH3:30])[C:21]1[CH:29]=[CH:28][C:24]([C:25]([O-])=[O:26])=[CH:23][CH:22]=1, predict the reaction product. (2) Given the reactants [Br-].[CH2:2]([NH:6][S:7]([C:10]1[CH:17]=[CH:16][C:13]([CH2:14][PH3+])=[CH:12][CH:11]=1)(=[O:9])=[O:8])[CH:3]([CH3:5])[CH3:4].[H-].[Na+].[CH3:20][S:21]([N:24]1[CH2:29][CH2:28][C:27](=O)[CH2:26][CH2:25]1)(=[O:23])=[O:22], predict the reaction product. The product is: [CH2:2]([NH:6][S:7]([C:10]1[CH:17]=[CH:16][C:13]([CH:14]=[C:27]2[CH2:28][CH2:29][N:24]([S:21]([CH3:20])(=[O:23])=[O:22])[CH2:25][CH2:26]2)=[CH:12][CH:11]=1)(=[O:9])=[O:8])[CH:3]([CH3:5])[CH3:4]. (3) Given the reactants [CH3:1][O:2][C:3]([C:5]1[CH:6]=[C:7](I)[N:8]2[C:13]=1[C:12]([Cl:14])=[CH:11][CH:10]=[CH:9]2)=[O:4].C([Li])CCC.[O:21]1[CH2:24][C:23](=[O:25])[CH2:22]1, predict the reaction product. The product is: [CH3:1][O:2][C:3]([C:5]1[CH:6]=[C:7]([C:23]2([OH:25])[CH2:24][O:21][CH2:22]2)[N:8]2[C:13]=1[C:12]([Cl:14])=[CH:11][CH:10]=[CH:9]2)=[O:4]. (4) Given the reactants Br[C:2]1[CH:11]=[CH:10][C:5]([C:6]([O:8][CH3:9])=[O:7])=[CH:4][C:3]=1[N+:12]([O-:14])=[O:13].[C:15]1([CH3:24])[CH:20]=[CH:19][CH:18]=[CH:17][C:16]=1B(O)O.C(=O)([O-])[O-].[K+].[K+], predict the reaction product. The product is: [CH3:24][C:15]1[CH:20]=[CH:19][CH:18]=[CH:17][C:16]=1[C:2]1[CH:11]=[CH:10][C:5]([C:6]([O:8][CH3:9])=[O:7])=[CH:4][C:3]=1[N+:12]([O-:14])=[O:13]. (5) Given the reactants [CH3:1][C:2]1[CH:27]=[CH:26][C:5]([CH2:6][O:7][C:8]([N:10]2[CH2:15][CH2:14][CH:13]([CH2:16][NH:17][C:18]3[CH:23]=[CH:22][N:21]=[C:20](SC)[N:19]=3)[CH2:12][CH2:11]2)=[O:9])=[CH:4][CH:3]=1, predict the reaction product. The product is: [N:21]1[CH:22]=[CH:23][C:18]([NH:17][CH2:16][CH:13]2[CH2:12][CH2:11][N:10]([C:8]([O:7][CH2:6][C:5]3[CH:4]=[CH:3][C:2]([CH3:1])=[CH:27][CH:26]=3)=[O:9])[CH2:15][CH2:14]2)=[N:19][CH:20]=1. (6) Given the reactants C1(N=C=NC2CCCCC2)CCCCC1.[C:16]([O:25][CH2:26][CH3:27])(=[O:24])[C:17]1[C:18](=[CH:20][CH:21]=[CH:22][CH:23]=1)[OH:19].[CH2:28]1[C@@H:32]([CH2:33][CH2:34][CH2:35][CH2:36][C:37](O)=[O:38])[S:31][S:30][CH2:29]1.CN(C1C=CC=CN=1)C, predict the reaction product. The product is: [CH2:26]([O:25][C:16](=[O:24])[C:17]1[CH:23]=[CH:22][CH:21]=[CH:20][C:18]=1[O:19][C:37](=[O:38])[CH2:36][CH2:35][CH2:34][CH2:33][CH:32]1[CH2:28][CH2:29][S:30][S:31]1)[CH3:27]. (7) Given the reactants Cl[C:2]1[CH:7]=[CH:6][C:5]([N+:8]([O-:10])=[O:9])=[CH:4][C:3]=1[O:11][CH3:12].[CH:13]1[C:18]([OH:19])=[CH:17][CH:16]=[C:15]([CH3:20])[CH:14]=1.C([O-])([O-])=O.[K+].[K+], predict the reaction product. The product is: [CH3:12][O:11][C:3]1[CH:4]=[C:5]([N+:8]([O-:10])=[O:9])[CH:6]=[CH:7][C:2]=1[O:19][C:18]1[CH:13]=[CH:14][C:15]([CH3:20])=[CH:16][CH:17]=1.